Task: Binary Classification. Given a drug SMILES string, predict its activity (active/inactive) in a high-throughput screening assay against a specified biological target.. Dataset: HIV replication inhibition screening data with 41,000+ compounds from the AIDS Antiviral Screen (1) The drug is I.O=C(O)c1ccccc1C=NNC1=NCCN1. The result is 0 (inactive). (2) The molecule is COCC(C)(C)N=CN1CCc2ccccc2C1. The result is 0 (inactive).